Dataset: Catalyst prediction with 721,799 reactions and 888 catalyst types from USPTO. Task: Predict which catalyst facilitates the given reaction. Product: [F:9][C:8]([F:11])([F:10])[C:6]1[CH:5]=[CH:4][N:3]=[C:2]([CH:19]=[CH2:20])[CH:7]=1. Reactant: Cl[C:2]1[CH:7]=[C:6]([C:8]([F:11])([F:10])[F:9])[CH:5]=[CH:4][N:3]=1.C([O-])([O-])=O.[K+].[K+].O1CCO[CH2:20][CH2:19]1.N#N. The catalyst class is: 263.